This data is from Peptide-MHC class II binding affinity with 134,281 pairs from IEDB. The task is: Regression. Given a peptide amino acid sequence and an MHC pseudo amino acid sequence, predict their binding affinity value. This is MHC class II binding data. (1) The peptide sequence is EKKYFAATSFEPLAA. The MHC is DRB1_1602 with pseudo-sequence DRB1_1602. The binding affinity (normalized) is 0.714. (2) The binding affinity (normalized) is 0.771. The MHC is DRB1_1501 with pseudo-sequence DRB1_1501. The peptide sequence is GIGVLLTWIGLNSKN. (3) The peptide sequence is AAAVAGTTVYGAFAA. The MHC is HLA-DQA10401-DQB10402 with pseudo-sequence HLA-DQA10401-DQB10402. The binding affinity (normalized) is 0.485. (4) The binding affinity (normalized) is 0.0592. The MHC is H-2-IAb with pseudo-sequence H-2-IAb. The peptide sequence is SGGNHMLLDGVSVVA. (5) The peptide sequence is AAVDKDAVIVAAAGN. The MHC is DRB1_1302 with pseudo-sequence DRB1_1302. The binding affinity (normalized) is 0.429. (6) The peptide sequence is YDKFLKNVSTVLTGK. The MHC is DRB1_0101 with pseudo-sequence DRB1_0101. The binding affinity (normalized) is 0.853. (7) The peptide sequence is SKLNKFVSPKTVAGS. The MHC is DRB1_0101 with pseudo-sequence DRB1_0101. The binding affinity (normalized) is 0.832. (8) The peptide sequence is ALTALIRDPPADSTG. The MHC is HLA-DQA10102-DQB10502 with pseudo-sequence HLA-DQA10102-DQB10502. The binding affinity (normalized) is 0.294. (9) The peptide sequence is FPKEVWEQIFSTWLL. The MHC is HLA-DPA10103-DPB10301 with pseudo-sequence HLA-DPA10103-DPB10301. The binding affinity (normalized) is 0.